From a dataset of Reaction yield outcomes from USPTO patents with 853,638 reactions. Predict the reaction yield, written as a fraction of the theoretical maximum amount of product (1.0 means a 100% yield; for example, 0.34 means a 34% yield). (1) The reactants are Cl[C:2]1[CH:7]=[C:6]([CH3:8])[CH:5]=[CH:4][C:3]=1[N+:9]([O-])=O.[NH:12]1[CH2:16][CH2:15][CH2:14][C:13]1=O. No catalyst specified. The product is [CH3:8][C:6]1[CH:5]=[CH:4][C:3]2[N:9]=[C:13]3[CH2:14][CH2:15][CH2:16][N:12]3[C:2]=2[CH:7]=1. The yield is 0.840. (2) The reactants are [CH:1]1[C:13]2[CH:12]([CH2:14][O:15][C:16]([N:18]3[C@H:25]4[C@H:21]([N:22]([C:27]([O:29][C:30]([CH3:33])([CH3:32])[CH3:31])=[O:28])[CH2:23][C@@H:24]4[OH:26])[CH2:20][CH2:19]3)=[O:17])[C:11]3[C:6](=[CH:7][CH:8]=[CH:9][CH:10]=3)[C:5]=2[CH:4]=[CH:3][CH:2]=1.CC(OI1(OC(C)=O)(OC(C)=O)OC(=O)C2C=CC=CC1=2)=O. The catalyst is ClCCl. The product is [CH:1]1[C:13]2[CH:12]([CH2:14][O:15][C:16]([N:18]3[C@H:25]4[C@H:21]([N:22]([C:27]([O:29][C:30]([CH3:33])([CH3:32])[CH3:31])=[O:28])[CH2:23][C:24]4=[O:26])[CH2:20][CH2:19]3)=[O:17])[C:11]3[C:6](=[CH:7][CH:8]=[CH:9][CH:10]=3)[C:5]=2[CH:4]=[CH:3][CH:2]=1. The yield is 0.970. (3) The reactants are [CH2:1]([N:3]1[CH2:13][CH:12]2[O:14][CH:5]([C:6]3[C:11]2=[CH:10][C:9]([NH2:15])=[CH:8][CH:7]=3)[CH2:4]1)[CH3:2].Cl[C:17]1[N:22]=[C:21]([NH:23][C:24]2[CH:33]=[CH:32][CH:31]=[CH:30][C:25]=2[C:26]([NH:28][CH3:29])=[O:27])[C:20]([Cl:34])=[CH:19][N:18]=1.Cl. The catalyst is C(O)(C)C.C([O-])(O)=O.[Na+]. The product is [Cl:34][C:20]1[C:21]([NH:23][C:24]2[CH:33]=[CH:32][CH:31]=[CH:30][C:25]=2[C:26]([NH:28][CH3:29])=[O:27])=[N:22][C:17]([NH:15][C:9]2[CH:10]=[C:11]3[C:6](=[CH:7][CH:8]=2)[CH:5]2[O:14][CH:12]3[CH2:13][N:3]([CH2:1][CH3:2])[CH2:4]2)=[N:18][CH:19]=1. The yield is 0.270. (4) The reactants are [Br:1][C:2]1[CH:3]=[CH:4][C:5]([C:8]([NH:10][CH:11](O)[C:12]([C:14]2[C:23]3[C:18](=[CH:19][CH:20]=[CH:21][CH:22]=3)[CH:17]=[CH:16][CH:15]=2)=[O:13])=[O:9])=[N:6][CH:7]=1.P(Cl)(Cl)(Cl)(Cl)Cl.[Cl:31][C:32]1[CH:38]=[CH:37][C:35]([NH2:36])=[CH:34][CH:33]=1. The catalyst is C(Cl)(Cl)Cl.C1COCC1. The product is [Br:1][C:2]1[CH:3]=[CH:4][C:5]([C:8]([NH:10][CH:11]([NH:36][C:35]2[CH:37]=[CH:38][C:32]([Cl:31])=[CH:33][CH:34]=2)[C:12]([C:14]2[C:23]3[C:18](=[CH:19][CH:20]=[CH:21][CH:22]=3)[CH:17]=[CH:16][CH:15]=2)=[O:13])=[O:9])=[N:6][CH:7]=1. The yield is 0.370. (5) The reactants are [F:1][C:2]([F:16])([F:15])[CH2:3][CH:4]1[C:13]2[C:8](=[CH:9][CH:10]=[CH:11][CH:12]=2)[NH:7][C:6](=O)[CH2:5]1.CSC.B. The catalyst is C1COCC1. The product is [F:16][C:2]([F:1])([F:15])[CH2:3][CH:4]1[C:13]2[C:8](=[CH:9][CH:10]=[CH:11][CH:12]=2)[NH:7][CH2:6][CH2:5]1. The yield is 0.790. (6) The reactants are [CH3:1][N:2]1[C:6]([C:7]2[CH:8]=[C:9]([C:16]([O:18]C)=[O:17])[S:10][C:11]=2[C:12]([F:15])([F:14])[F:13])=[CH:5][CH:4]=[N:3]1.[OH-].[K+]. The catalyst is C1COCC1.O. The product is [CH3:1][N:2]1[C:6]([C:7]2[CH:8]=[C:9]([C:16]([OH:18])=[O:17])[S:10][C:11]=2[C:12]([F:13])([F:14])[F:15])=[CH:5][CH:4]=[N:3]1. The yield is 0.800.